Dataset: NCI-60 drug combinations with 297,098 pairs across 59 cell lines. Task: Regression. Given two drug SMILES strings and cell line genomic features, predict the synergy score measuring deviation from expected non-interaction effect. (1) Drug 1: C1CN1P(=S)(N2CC2)N3CC3. Drug 2: C(=O)(N)NO. Cell line: CAKI-1. Synergy scores: CSS=12.0, Synergy_ZIP=-6.17, Synergy_Bliss=-1.20, Synergy_Loewe=-13.6, Synergy_HSA=-2.06. (2) Cell line: HOP-92. Drug 1: CC1=C(C(CCC1)(C)C)C=CC(=CC=CC(=CC(=O)O)C)C. Drug 2: C1CNP(=O)(OC1)N(CCCl)CCCl. Synergy scores: CSS=3.01, Synergy_ZIP=1.35, Synergy_Bliss=2.55, Synergy_Loewe=4.23, Synergy_HSA=0.524.